Task: Predict the reactants needed to synthesize the given product.. Dataset: Full USPTO retrosynthesis dataset with 1.9M reactions from patents (1976-2016) (1) Given the product [CH2:15]([O:14][C:12]([NH:1][CH:2]([P:6]([OH:8])[OH:7])[CH:3]([CH3:5])[CH3:4])=[O:13])[C:16]1[CH:21]=[CH:20][CH:19]=[CH:18][CH:17]=1, predict the reactants needed to synthesize it. The reactants are: [NH2:1][CH:2]([P:6]([OH:8])[OH:7])[CH:3]([CH3:5])[CH3:4].[OH-].[Na+].Cl[C:12]([O:14][CH2:15][C:16]1[CH:21]=[CH:20][CH:19]=[CH:18][CH:17]=1)=[O:13]. (2) Given the product [O:1]=[C:2]1[C:10]2[C:5](=[C:6]([NH:11][C:12](=[O:19])[C:13]3[CH:14]=[CH:15][CH:16]=[CH:17][CH:18]=3)[CH:7]=[CH:8][CH:9]=2)[C:4](=[O:20])[N:3]1[CH:21]1[CH2:26][CH:25]([OH:27])[C:24](=[O:31])[NH:23][C:22]1=[O:32], predict the reactants needed to synthesize it. The reactants are: [O:1]=[C:2]1[C:10]2[C:5](=[C:6]([NH:11][C:12](=[O:19])[C:13]3[CH:18]=[CH:17][CH:16]=[CH:15][CH:14]=3)[CH:7]=[CH:8][CH:9]=2)[C:4](=[O:20])[N:3]1[CH:21]1[CH2:26][CH:25]([O:27]C(=O)C)[C:24](=[O:31])[NH:23][C:22]1=[O:32].C1(C)C=CC(S(O)(=O)=O)=CC=1. (3) The reactants are: Cl.[NH:2]1[C:10]2[C:5](=[CH:6][C:7]([NH:11][C:12]3[C:13]4[CH:20]=[C:19]([C:21]5[CH2:22][CH2:23][NH:24][CH2:25][CH:26]=5)[NH:18][C:14]=4[N:15]=[CH:16][N:17]=3)=[CH:8][CH:9]=2)[CH:4]=[N:3]1.CCN(C(C)C)C(C)C.[CH3:36][S:37](Cl)(=[O:39])=[O:38]. Given the product [NH:2]1[C:10]2[C:5](=[CH:6][C:7]([NH:11][C:12]3[C:13]4[CH:20]=[C:19]([C:21]5[CH2:22][CH2:23][N:24]([S:37]([CH3:36])(=[O:39])=[O:38])[CH2:25][CH:26]=5)[NH:18][C:14]=4[N:15]=[CH:16][N:17]=3)=[CH:8][CH:9]=2)[CH:4]=[N:3]1, predict the reactants needed to synthesize it. (4) The reactants are: Br[C:2]1[C:8]([CH3:9])=[CH:7][CH:6]=[CH:5][C:3]=1[NH2:4].CC1(C)C(C)(C)OBO1.C1CCC(P(C2C(C3C=CC=CC=3)=CC=CC=2)C2CCCCC2)CC1.Cl[C:45]1[N:52]=[CH:51][CH:50]=[CH:49][C:46]=1[C:47]#[N:48].C(=O)([O-])[O-].[K+].[K+].[H-].[Na+]. Given the product [CH3:9][C:8]1[C:2]2[C:45]3[N:52]=[CH:51][CH:50]=[CH:49][C:46]=3[C:47]([NH2:48])=[N:4][C:3]=2[CH:5]=[CH:6][CH:7]=1, predict the reactants needed to synthesize it. (5) Given the product [C:1]([C:5]1[CH:9]=[C:8]([NH:10][C:11]([NH:13][CH2:14][C:15]2[CH:20]=[C:19]([F:21])[CH:18]=[CH:17][C:16]=2[O:22][C:23]2[CH:24]=[C:25]3[C:29](=[CH:30][CH:31]=2)[N:28]([CH2:32][CH:33]=[O:34])[N:27]=[CH:26]3)=[O:12])[N:7]([C:38]2[CH:43]=[CH:42][C:41]([CH3:44])=[CH:40][CH:39]=2)[N:6]=1)([CH3:4])([CH3:3])[CH3:2], predict the reactants needed to synthesize it. The reactants are: [C:1]([C:5]1[CH:9]=[C:8]([NH:10][C:11]([NH:13][CH2:14][C:15]2[CH:20]=[C:19]([F:21])[CH:18]=[CH:17][C:16]=2[O:22][C:23]2[CH:24]=[C:25]3[C:29](=[CH:30][CH:31]=2)[N:28]([CH2:32][CH:33](OC)[O:34]C)[N:27]=[CH:26]3)=[O:12])[N:7]([C:38]2[CH:43]=[CH:42][C:41]([CH3:44])=[CH:40][CH:39]=2)[N:6]=1)([CH3:4])([CH3:3])[CH3:2].I[Si](C)(C)C. (6) Given the product [N:27]1([CH2:33][CH2:34][CH2:35][O:36][C:37]2[CH:42]=[CH:41][C:40]([N:43]3[CH2:44][CH2:45][N:46]([C:14]([C:16]4[CH:17]=[CH:18][C:19]([C:22]([F:23])([F:24])[F:25])=[CH:20][CH:21]=4)=[O:15])[CH2:47][CH2:48]3)=[CH:39][CH:38]=2)[CH2:32][CH2:31][CH2:30][CH2:29][CH2:28]1, predict the reactants needed to synthesize it. The reactants are: C(=O)(O[C:14]([C:16]1[CH:21]=[CH:20][C:19]([C:22]([F:25])([F:24])[F:23])=[CH:18][CH:17]=1)=[O:15])OC1C=CC(C(F)(F)F)=CC=1.[N:27]1([CH2:33][CH2:34][CH2:35][O:36][C:37]2[CH:42]=[CH:41][C:40]([N:43]3[CH2:48][CH2:47][NH:46][CH2:45][CH2:44]3)=[CH:39][CH:38]=2)[CH2:32][CH2:31][CH2:30][CH2:29][CH2:28]1.